Dataset: Forward reaction prediction with 1.9M reactions from USPTO patents (1976-2016). Task: Predict the product of the given reaction. (1) Given the reactants [CH3:1][N:2]([CH2:13][C:14]1[N:18]([CH2:19][C:20]2[CH:25]=[CH:24][C:23]([CH2:26][N:27]([CH2:35][C:36]3[CH:41]=[CH:40][CH:39]=[CH:38][N:37]=3)C(=O)OC(C)(C)C)=[CH:22][CH:21]=2)[C:17]2[CH:42]=[CH:43][CH:44]=[CH:45][C:16]=2[N:15]=1)[CH:3]1[C:12]2[N:11]=[CH:10][CH:9]=[CH:8][C:7]=2[CH2:6][CH2:5][CH2:4]1.N1CC(CN2C3C=CC=CC=3N=C2CN(C)C2C3N=CC=CC=3CCC2)C1, predict the reaction product. The product is: [CH3:1][N:2]([CH2:13][C:14]1[N:18]([CH2:19][C:20]2[CH:25]=[CH:24][C:23]([CH2:26][NH:27][CH2:35][C:36]3[CH:41]=[CH:40][CH:39]=[CH:38][N:37]=3)=[CH:22][CH:21]=2)[C:17]2[CH:42]=[CH:43][CH:44]=[CH:45][C:16]=2[N:15]=1)[CH:3]1[C:12]2[N:11]=[CH:10][CH:9]=[CH:8][C:7]=2[CH2:6][CH2:5][CH2:4]1. (2) Given the reactants C(=O)(O)[O-].[Na+].[N:6]#[C:7]Br.[Si:9]([O:16][CH2:17][CH2:18][NH:19][C:20]1[CH:25]=[CH:24][C:23]([N:26]2[CH2:34][C:33]3[C:28](=[CH:29][CH:30]=[CH:31][C:32]=3[NH:35][C:36]([C:38]3[S:39][C:40]([Cl:43])=[CH:41][CH:42]=3)=[O:37])[C:27]2=[O:44])=[CH:22][CH:21]=1)([C:12]([CH3:15])([CH3:14])[CH3:13])([CH3:11])[CH3:10].O.ClCCl, predict the reaction product. The product is: [Si:9]([O:16][CH2:17][CH2:18][N:19]([C:7]#[N:6])[C:20]1[CH:21]=[CH:22][C:23]([N:26]2[CH2:34][C:33]3[C:28](=[CH:29][CH:30]=[CH:31][C:32]=3[NH:35][C:36]([C:38]3[S:39][C:40]([Cl:43])=[CH:41][CH:42]=3)=[O:37])[C:27]2=[O:44])=[CH:24][CH:25]=1)([C:12]([CH3:15])([CH3:13])[CH3:14])([CH3:11])[CH3:10].